From a dataset of Full USPTO retrosynthesis dataset with 1.9M reactions from patents (1976-2016). Predict the reactants needed to synthesize the given product. (1) Given the product [CH3:24][C:25]1([CH3:34])[CH2:29][C:28]2[CH:30]=[CH:31][CH:32]=[C:33]([CH:35]=[N:23][NH:22][C:9]3[CH:8]=[C:7]([N:1]4[CH2:6][CH2:5][O:4][CH2:3][CH2:2]4)[N:12]4[N:13]=[C:14]([C:16]5[CH:21]=[CH:20][CH:19]=[CH:18][CH:17]=5)[CH:15]=[C:11]4[N:10]=3)[C:27]=2[O:26]1, predict the reactants needed to synthesize it. The reactants are: [N:1]1([C:7]2[N:12]3[N:13]=[C:14]([C:16]4[CH:21]=[CH:20][CH:19]=[CH:18][CH:17]=4)[CH:15]=[C:11]3[N:10]=[C:9]([NH:22][NH2:23])[CH:8]=2)[CH2:6][CH2:5][O:4][CH2:3][CH2:2]1.[CH3:24][C:25]1([CH3:34])[CH2:29][C:28]2[CH:30]=[CH:31][CH:32]=[CH:33][C:27]=2[O:26]1.[C:35](O)(=O)C.O. (2) Given the product [Cl:15][C:16]1[CH:21]=[C:20]([C:2]2[CH:3]=[N:4][CH:5]=[C:6]3[C:11]=2[N:10]=[C:9]([C:12]([NH2:14])=[O:13])[CH:8]=[CH:7]3)[CH:19]=[CH:18][CH:17]=1, predict the reactants needed to synthesize it. The reactants are: Br[C:2]1[CH:3]=[N:4][CH:5]=[C:6]2[C:11]=1[N:10]=[C:9]([C:12]([NH2:14])=[O:13])[CH:8]=[CH:7]2.[Cl:15][C:16]1[CH:17]=[C:18](B(O)O)[CH:19]=[CH:20][CH:21]=1. (3) Given the product [CH3:1][O:2][CH2:3][C:4]1[O:8][N:7]=[C:6]([C:9]([OH:11])([C:12]#[CH:13])[CH3:10])[CH:5]=1, predict the reactants needed to synthesize it. The reactants are: [CH3:1][O:2][CH2:3][C:4]1[O:8][N:7]=[C:6]([C:9](=[O:11])[CH3:10])[CH:5]=1.[C:12]([Mg]Br)#[CH:13]. (4) Given the product [Cl:1][C:2]1[CH:7]=[CH:6][C:5]([CH2:8][N:9]2[CH2:13][CH2:12][S:11][C:10]2=[N:14][O:23][C:15](=[O:22])[C:16]2[CH:21]=[CH:20][CH:19]=[N:18][CH:17]=2)=[CH:4][N:3]=1, predict the reactants needed to synthesize it. The reactants are: [Cl:1][C:2]1[CH:7]=[CH:6][C:5]([CH2:8][N:9]2[CH2:13][CH2:12][S:11][C:10]2=[NH:14])=[CH:4][N:3]=1.[C:15]([OH:23])(=[O:22])[C:16]1[CH:21]=[CH:20][CH:19]=[N:18][CH:17]=1.Cl.C(N=C=NCCCN(C)C)C. (5) The reactants are: [F:1][C:2]1[CH:10]=[CH:9][CH:8]=[C:7]([CH3:11])[C:3]=1[C:4]([OH:6])=[O:5].[N+:12]([O-])([OH:14])=[O:13]. Given the product [F:1][C:2]1[C:3]([C:4]([OH:6])=[O:5])=[C:7]([CH3:11])[C:8]([N+:12]([O-:14])=[O:13])=[CH:9][CH:10]=1, predict the reactants needed to synthesize it.